This data is from Merck oncology drug combination screen with 23,052 pairs across 39 cell lines. The task is: Regression. Given two drug SMILES strings and cell line genomic features, predict the synergy score measuring deviation from expected non-interaction effect. (1) Drug 1: CN(C)C(=N)N=C(N)N. Drug 2: Cn1nnc2c(C(N)=O)ncn2c1=O. Cell line: MSTO. Synergy scores: synergy=-5.19. (2) Drug 1: Cc1nc(Nc2ncc(C(=O)Nc3c(C)cccc3Cl)s2)cc(N2CCN(CCO)CC2)n1. Drug 2: NC1CCCCC1N.O=C(O)C(=O)O.[Pt+2]. Cell line: RKO. Synergy scores: synergy=-4.44. (3) Drug 1: C#Cc1cccc(Nc2ncnc3cc(OCCOC)c(OCCOC)cc23)c1. Drug 2: Cc1nc(Nc2ncc(C(=O)Nc3c(C)cccc3Cl)s2)cc(N2CCN(CCO)CC2)n1. Cell line: SW620. Synergy scores: synergy=31.2. (4) Drug 1: CC1CC2C3CCC4=CC(=O)C=CC4(C)C3(F)C(O)CC2(C)C1(O)C(=O)CO. Drug 2: O=C(CCCCCCC(=O)Nc1ccccc1)NO. Cell line: OVCAR3. Synergy scores: synergy=41.2. (5) Drug 1: C=CCn1c(=O)c2cnc(Nc3ccc(N4CCN(C)CC4)cc3)nc2n1-c1cccc(C(C)(C)O)n1. Drug 2: CNC(=O)c1cc(Oc2ccc(NC(=O)Nc3ccc(Cl)c(C(F)(F)F)c3)cc2)ccn1. Cell line: LNCAP. Synergy scores: synergy=-2.64. (6) Drug 1: CCN(CC)CCNC(=O)c1c(C)[nH]c(C=C2C(=O)Nc3ccc(F)cc32)c1C. Drug 2: Cc1nc(Nc2ncc(C(=O)Nc3c(C)cccc3Cl)s2)cc(N2CCN(CCO)CC2)n1. Cell line: SKMES1. Synergy scores: synergy=7.14. (7) Drug 1: CN1C(=O)C=CC2(C)C3CCC4(C)C(NC(=O)OCC(F)(F)F)CCC4C3CCC12. Drug 2: O=C(CCCCCCC(=O)Nc1ccccc1)NO. Cell line: MDAMB436. Synergy scores: synergy=5.95. (8) Drug 1: O=C(NOCC(O)CO)c1ccc(F)c(F)c1Nc1ccc(I)cc1F. Drug 2: CNC(=O)c1cc(Oc2ccc(NC(=O)Nc3ccc(Cl)c(C(F)(F)F)c3)cc2)ccn1. Cell line: CAOV3. Synergy scores: synergy=13.8.